This data is from Experimentally validated miRNA-target interactions with 360,000+ pairs, plus equal number of negative samples. The task is: Binary Classification. Given a miRNA mature sequence and a target amino acid sequence, predict their likelihood of interaction. (1) The miRNA is mmu-miR-5098 with sequence GUUACAUGGUGAAGCCCAGUU. The protein sequence of the target gene is MGDPRCAPLLLLLLLPLLFTPPAGDAAVITGACDKDSQCGGGMCCAVSIWVKSIRICTPMGQVGDSCHPLTRKSHVANGRQERRRAKRRKRKKEVPFWGRRMHHTCPCLPGLACLRTSFNRFICLARK. Result: 1 (interaction). (2) The miRNA is hsa-miR-4531 with sequence AUGGAGAAGGCUUCUGA. The protein sequence of the target gene is MFGFLLLLSLPFILYLVTPKIRKMLSSGVCTSNVQLPGKVAIVTGANTGIGKETAKDLAQRGARVYLACRDVDKGELAAREIQAVTGNSQVFVRKLDLADTKSIRAFAKDFLAEEKHLHLLINNAGVMMCPYSKTADGFEMHIGVNHLGHFLLTHLLLEKLKESAPSRIVNLSSLGHHLGRIHFHNLQGEKFYSAGLAYCHSKLANILFTKELAKRLKGSGVTTYSVHPGTVHSELTRYSSIMRWLWQLFFVFIKTPQEGAQTSLYCALTEGLESLSGSHFSDCQLAWVSYQGRNEIIAR.... Result: 0 (no interaction). (3) The miRNA is hsa-miR-6731-5p with sequence UGGGAGAGCAGGGUAUUGUGGA. The protein sequence of the target gene is MAPQNLSTFCLLLLYLIGAVIAGRDFYKILGVPRSASIKDIKKAYRKLALQLHPDRNPDDPQAQEKFQDLGAAYEVLSDSEKRKQYDTYGEEGLKDGHQSSHGDIFSHFFGDFGFMFGGTPRQQDRNIPRGSDIIVDLEVTLEEVYAGNFVEVVRNKPVARQAPGKRKCNCRQEMRTTQLGPGRFQMTQEVVCDECPNVKLVNEERTLEVEIEPGVRDGMEYPFIGEGEPHVDGEPGDLRFRIKVVKHPIFERRGDDLYTNVTISLVESLVGFEMDITHLDGHKVHISRDKITRPGAKLW.... Result: 0 (no interaction). (4) The miRNA is hsa-miR-1307-3p with sequence ACUCGGCGUGGCGUCGGUCGUG. The protein sequence of the target gene is MALASGPARRALAGSGQLGLGGFGAPRRGAYEWGVRSTRKSEPPPLDRVYEIPGLEPITFAGKMHFVPWLARPIFPPWDRGYKDPRFYRSPPLHEHPLYKDQACYIFHHRCRLLEGVKQALWLTKTKLIEGLPEKVLSLVDDPRNHIENQDECVLNVISHARLWQTTEEIPKRETYCPVIVDNLIQLCKSQILKHPSLARRICVQNSTFSATWNRESLLLQVRGSGGARLSTKDPLPTIASREEIEATKNHVLETFYPISPIIDLHECNIYDVKNDTGFQEGYPYPYPHTLYLLDKANLR.... Result: 1 (interaction). (5) The miRNA is hsa-miR-548az-5p with sequence CAAAAGUGAUUGUGGUUUUUGC. The protein sequence of the target gene is MRYADPSANRDLLGSRTLLFIFICAFALVTLLQQILYGRNYIKRYFEFYEGPFEYNSTRCLELRHEILEVKVLSMVKQSELFDRWKSLQMCKWAMNISEANQFKSTLSRCCNAPAFLFTTQKNTPLGTKLKYEVDTSGIYHINQEIFRMFPKDMPYYRSQFKKCAVVGNGGILKNSRCGREINSADFVFRCNLPPISEKYTMDVGVKTDVVTVNPSIITERFHKLEKWRRPFYRVLQVYENASVLLPAFYNTRNTDVSIRVKYVLDDFESPQAVYYFHPQYLVNVSRYWLSLGVRAKRIS.... Result: 1 (interaction). (6) The miRNA is ath-miR396b-5p with sequence UUCCACAGCUUUCUUGAACUU. The protein sequence of the target gene is MASRAPLRAARSPQGPGGPAAPAATGRAALPSAGCCPLPPGRNSSSRPRLLLLLLLLLQDAGGQQGDGCGHTVLGPESGTLTSINYPHTYPNSTVCEWEIRVRTGERIRIKFGDFDIEDSDYCHLNYLKIFNGIGVSRTEIGKYCGLGLQMNQSIESKGSEVTVLFMSGTHAAGRGFLASYSVIDKEDLITCLDTVSNFLEPEFSKYCPAGCLLPFAEISGTIPHGYRDSSPLCMAGIHAGVVSNVLGGQISIVISKGTPYYESSLANNVTSTVGYLSASLFTFKTSGCYGTLGMESGVI.... Result: 0 (no interaction). (7) Result: 0 (no interaction). The miRNA is mmu-miR-717 with sequence CUCAGACAGAGAUACCUUCUCU. The protein sequence of the target gene is MGFVRQIQLLLWKNWTLRKRQKIRFVVELVWPLSLFLVLIWLRNANPLYSHHECHFPNKAMPSAGMLPWLQGIFCNVNNPCFQSPTPGESPGIVSNYNNSILARVYRDFQELLMNAPESQHLGRIWTELHILSQFMDTLRTHPERIAGRGIRIRDILKDEETLTLFLIKNIGLSDSVVYLLINSQVRPEQFAHGVPDLALKDIACSEALLERFIIFSQRRGAKTVRYALCSLSQGTLQWIEDTLYANVDFFKLFRVLPTLLDSRSQGINLRSWGGILSDMSPRIQEFIHRPSMQDLLWVT.... (8) The miRNA is hsa-miR-455-3p with sequence GCAGUCCAUGGGCAUAUACAC. The protein sequence of the target gene is MPTNCAAAGCATTYNKHINISFHRFPLDPKRRKEWVRLVRRKNFVPGKHTFLCSKHFEASCFDLTGQTRRLKMDAVPTIFDFCTHIKSMKLKSRNLLKKNNSCSPAGPSNLKSNISSQQVLLEHSYAFRNPMEAKKRIIKLEKEIASLRRKMKTCLQKERRATRRWIKATCLVKNLEANSVLPKGTSEHMLPTALSSLPLEDFKILEQDQQDKTLLSLNLKQTKSTFI. Result: 1 (interaction).